Dataset: Reaction yield outcomes from USPTO patents with 853,638 reactions. Task: Predict the reaction yield, written as a fraction of the theoretical maximum amount of product (1.0 means a 100% yield; for example, 0.34 means a 34% yield). (1) The reactants are [Cl:1][C:2]1[CH:3]=[C:4]([C:13]([O:15]CC)=[O:14])[C:5](=[O:12])[N:6]([CH:9]([CH3:11])[CH3:10])[C:7]=1[CH3:8].[OH-].[Na+]. The catalyst is O1CCCC1.CO. The product is [Cl:1][C:2]1[CH:3]=[C:4]([C:13]([OH:15])=[O:14])[C:5](=[O:12])[N:6]([CH:9]([CH3:11])[CH3:10])[C:7]=1[CH3:8]. The yield is 0.940. (2) The reactants are [C:1]([O:5][C:6]([C:8]1[O:9][C:10]2[CH:17]=[CH:16][CH:15]=[C:14]([OH:18])[C:11]=2[C:12]=1[CH3:13])=[O:7])([CH3:4])([CH3:3])[CH3:2].IC.[C:21]([O-])([O-])=O.[K+].[K+]. The catalyst is CN(C=O)C. The product is [C:1]([O:5][C:6]([C:8]1[O:9][C:10]2[CH:17]=[CH:16][CH:15]=[C:14]([O:18][CH3:21])[C:11]=2[C:12]=1[CH3:13])=[O:7])([CH3:4])([CH3:2])[CH3:3]. The yield is 0.980. (3) The product is [Cl:21][C:22]1[CH:23]=[C:24]([NH:25][C:2]2[CH:3]=[C:4]([NH:8][CH:9]3[CH2:13][CH2:12][NH:11][CH2:10]3)[N:5]=[CH:6][N:7]=2)[CH:26]=[CH:27][C:28]=1[F:29]. The yield is 0.800. The catalyst is CCOC(C)=O. The reactants are Cl[C:2]1[N:7]=[CH:6][N:5]=[C:4]([NH:8][CH:9]2[CH2:13][CH2:12][N:11](C(OC(C)(C)C)=O)[CH2:10]2)[CH:3]=1.[Cl:21][C:22]1[CH:23]=[C:24]([CH:26]=[CH:27][C:28]=1[F:29])[NH2:25].